From a dataset of Catalyst prediction with 721,799 reactions and 888 catalyst types from USPTO. Predict which catalyst facilitates the given reaction. Reactant: [C:1]([C:3]1[CH:8]=[CH:7][C:6]([CH:9]2[N:14]3[N:15]=[N:16][N:17]=[C:13]3[N:12]([C:18]3[CH:23]=[CH:22][CH:21]=[C:20]([C:24]([F:27])([F:26])[F:25])[CH:19]=3)[C:11]([CH3:28])=[C:10]2[C:29]([NH2:31])=O)=[CH:5][CH:4]=1)#[N:2].[OH-].COC(NS([N+](CC)(CC)CC)(=O)=O)=O. Product: [C:1]([C:3]1[CH:8]=[CH:7][C:6]([CH:9]2[N:14]3[N:15]=[N:16][N:17]=[C:13]3[N:12]([C:18]3[CH:23]=[CH:22][CH:21]=[C:20]([C:24]([F:27])([F:26])[F:25])[CH:19]=3)[C:11]([CH3:28])=[C:10]2[C:29]#[N:31])=[CH:5][CH:4]=1)#[N:2]. The catalyst class is: 1.